From a dataset of Full USPTO retrosynthesis dataset with 1.9M reactions from patents (1976-2016). Predict the reactants needed to synthesize the given product. (1) Given the product [CH2:33]([N:3]([CH2:1][CH3:2])[CH2:4]/[CH:5]=[CH:6]\[C:7]1[CH:12]=[C:11]([F:13])[CH:10]=[CH:9][C:8]=1[S:14]([NH:17][C:18]1[C:27]([C:28]([OH:30])=[O:29])=[C:26]2[C:21]([CH:22]3[CH2:32][CH:23]3[CH2:24][O:25]2)=[CH:20][CH:19]=1)(=[O:15])=[O:16])[CH3:34], predict the reactants needed to synthesize it. The reactants are: [CH2:1]([N:3]([CH2:33][CH3:34])[CH2:4]/[CH:5]=[CH:6]\[C:7]1[CH:12]=[C:11]([F:13])[CH:10]=[CH:9][C:8]=1[S:14]([NH:17][C:18]1[C:27]([C:28]([O:30]C)=[O:29])=[C:26]2[C:21]([CH:22]3[CH2:32][CH:23]3[CH2:24][O:25]2)=[CH:20][CH:19]=1)(=[O:16])=[O:15])[CH3:2].O.[OH-].[Li+].C(O)=O.C(O)C. (2) Given the product [CH3:15][O:16][C:17]1[CH:18]=[CH:19][C:20]([O:21][CH2:22][C:23]([N:25]2[CH2:30][CH2:29][NH:28][CH2:27][CH:26]2[CH2:38][O:39][C:40]2[CH:41]=[N:42][CH:43]=[CH:44][CH:45]=2)=[O:24])=[CH:46][CH:47]=1, predict the reactants needed to synthesize it. The reactants are: Cl.O1CCOCC1.OC(C(F)(F)F)=O.[CH3:15][O:16][C:17]1[CH:47]=[CH:46][C:20]([O:21][CH2:22][C:23]([N:25]2[CH2:30][CH2:29][N:28](C(OC(C)(C)C)=O)[CH2:27][CH:26]2[CH2:38][O:39][C:40]2[CH:41]=[N:42][CH:43]=[CH:44][CH:45]=2)=[O:24])=[CH:19][CH:18]=1.